Predict the reactants needed to synthesize the given product. From a dataset of Full USPTO retrosynthesis dataset with 1.9M reactions from patents (1976-2016). Given the product [CH:26]([C:7]1[N:12]=[N:11][C:10]2[O:13][CH2:14][CH2:15][CH2:16][C:9]=2[CH:8]=1)=[CH2:27], predict the reactants needed to synthesize it. The reactants are: FC(F)(F)S(O[C:7]1[N:12]=[N:11][C:10]2[O:13][CH2:14][CH2:15][CH2:16][C:9]=2[CH:8]=1)(=O)=O.C(=O)([O-])[O-].[K+].[K+].O.[CH:26](B1OB(C=C)OB(C=C)O1)=[CH2:27].